This data is from Catalyst prediction with 721,799 reactions and 888 catalyst types from USPTO. The task is: Predict which catalyst facilitates the given reaction. (1) Reactant: Cl[C:2]1[CH:11]=[CH:10][C:5]([C:6]([O:8][CH3:9])=[O:7])=[CH:4][N:3]=1.CCN(CC)CC.[CH2:19]1[C:24]2([CH2:29][CH2:28][NH:27][CH2:26][CH2:25]2)[CH2:23][CH2:22][N:21]([C:30]([O:32][C:33]([CH3:36])([CH3:35])[CH3:34])=[O:31])[CH2:20]1.CCOC(C)=O. Product: [CH3:9][O:8][C:6]([C:5]1[CH:10]=[CH:11][C:2]([N:27]2[CH2:28][CH2:29][C:24]3([CH2:23][CH2:22][N:21]([C:30]([O:32][C:33]([CH3:34])([CH3:35])[CH3:36])=[O:31])[CH2:20][CH2:19]3)[CH2:25][CH2:26]2)=[N:3][CH:4]=1)=[O:7]. The catalyst class is: 16. (2) Reactant: [CH3:1][O:2][C:3]([C:5]1[CH:6]=[C:7]2[C:12](=[C:13]([Cl:15])[CH:14]=1)[NH:11][CH:10]([C:16]1[CH:21]=[CH:20][CH:19]=[C:18](Br)[CH:17]=1)[C:9]([CH3:24])([CH3:23])[CH2:8]2)=[O:4].[NH:25]1[CH2:30][CH2:29][O:28][CH2:27][CH2:26]1.Cl.CN(C)CC(O)=O.C(=O)([O-])[O-].[K+].[K+]. Product: [CH3:1][O:2][C:3]([C:5]1[CH:6]=[C:7]2[C:12](=[C:13]([Cl:15])[CH:14]=1)[NH:11][CH:10]([C:16]1[CH:21]=[CH:20][CH:19]=[C:18]([N:25]3[CH2:30][CH2:29][O:28][CH2:27][CH2:26]3)[CH:17]=1)[C:9]([CH3:24])([CH3:23])[CH2:8]2)=[O:4]. The catalyst class is: 156. (3) Reactant: CON(C)[C:4]([C:6]1[S:7][C:8]([C:17]([F:20])([F:19])[F:18])=[C:9]2[CH2:14][C:13]([CH3:16])([CH3:15])[CH2:12][CH2:11][C:10]=12)=[O:5].[CH3:22][Li].Cl. Product: [CH3:15][C:13]1([CH3:16])[CH2:12][CH2:11][C:10]2=[C:6]([C:4](=[O:5])[CH3:22])[S:7][C:8]([C:17]([F:20])([F:19])[F:18])=[C:9]2[CH2:14]1. The catalyst class is: 27. (4) Reactant: Cl[C:2]1[S:3][C:4]2[CH:10]=[CH:9][CH:8]=[CH:7][C:5]=2[N:6]=1.[Cl:11][C:12]1[CH:18]=[CH:17][C:15]([NH2:16])=[CH:14][CH:13]=1. Product: [S:3]1[C:4]2[CH:10]=[CH:9][CH:8]=[CH:7][C:5]=2[N:6]=[C:2]1[NH:16][C:15]1[CH:17]=[CH:18][C:12]([Cl:11])=[CH:13][CH:14]=1. The catalyst class is: 86. (5) Reactant: C([O:5][C:6](=[O:46])[CH2:7][CH2:8][CH2:9][CH2:10][CH2:11][O:12][C:13]1[CH:18]=[CH:17][CH:16]=[C:15]([CH2:19][C@H:20]([NH:33][C:34](=[O:45])[C@@H:35]([NH:37]C(OC(C)(C)C)=O)[CH3:36])[C@@H:21]([OH:32])[CH2:22][C@H:23]([C:25](=[O:31])[NH:26][CH2:27][CH2:28][CH2:29][CH3:30])[CH3:24])[CH:14]=1)(C)(C)C.[F:47][C:48]([F:53])([F:52])[C:49]([OH:51])=[O:50]. Product: [F:47][C:48]([F:53])([F:52])[C:49]([O-:51])=[O:50].[CH2:27]([NH:26][C:25]([C@H:23]([CH3:24])[CH2:22][C@H:21]([OH:32])[C@@H:20]([NH:33][C:34]([C@@H:35]([NH3+:37])[CH3:36])=[O:45])[CH2:19][C:15]1[CH:16]=[CH:17][CH:18]=[C:13]([O:12][CH2:11][CH2:10][CH2:9][CH2:8][CH2:7][C:6]([OH:46])=[O:5])[CH:14]=1)=[O:31])[CH2:28][CH2:29][CH3:30]. The catalyst class is: 6.